This data is from Forward reaction prediction with 1.9M reactions from USPTO patents (1976-2016). The task is: Predict the product of the given reaction. Given the reactants [C:1]([NH:5][C:6]1[N:11]=[C:10](Cl)[CH:9]=[C:8]([C:13]2[CH:18]=[CH:17][CH:16]=[CH:15][CH:14]=2)[N:7]=1)([CH3:4])([CH3:3])[CH3:2].[CH3:19][O:20][C:21]([C:23]1([C:27]2[CH:32]=[CH:31][C:30]([NH2:33])=[CH:29][CH:28]=2)[CH2:26][CH2:25][CH2:24]1)=[O:22], predict the reaction product. The product is: [CH3:19][O:20][C:21]([C:23]1([C:27]2[CH:28]=[CH:29][C:30]([NH:33][C:10]3[CH:9]=[C:8]([C:13]4[CH:18]=[CH:17][CH:16]=[CH:15][CH:14]=4)[N:7]=[C:6]([NH:5][C:1]([CH3:4])([CH3:3])[CH3:2])[N:11]=3)=[CH:31][CH:32]=2)[CH2:24][CH2:25][CH2:26]1)=[O:22].